Predict the reactants needed to synthesize the given product. From a dataset of Full USPTO retrosynthesis dataset with 1.9M reactions from patents (1976-2016). (1) Given the product [Br:1][C:2]1[CH:3]=[C:4]([C:10]2[N:14]([C:15]3[CH:16]=[N:17][CH:18]=[CH:19][CH:20]=3)[N:13]=[C:12]([C:21]([N:45]3[CH2:49][C:48](=[O:50])[NH:47][CH2:46]3)=[O:23])[CH:11]=2)[CH:5]=[C:6]([O:8][CH3:9])[CH:7]=1, predict the reactants needed to synthesize it. The reactants are: [Br:1][C:2]1[CH:3]=[C:4]([C:10]2[N:14]([C:15]3[CH:16]=[N:17][CH:18]=[CH:19][CH:20]=3)[N:13]=[C:12]([C:21]([OH:23])=O)[CH:11]=2)[CH:5]=[C:6]([O:8][CH3:9])[CH:7]=1.ClC1C=C(C2N(C3C=CC=CN=3)N=C(C([N:45]3[CH2:49][C:48](=[O:50])[NH:47][CH2:46]3)=O)C=2)C=C(F)C=1.Cl.N1C=CNC1=O. (2) Given the product [C:1]([N:8]1[CH2:9][CH2:10][CH:11]([S:26][C:23]2[CH:24]=[CH:25][C:20]([Br:19])=[CH:21][CH:22]=2)[CH2:12][CH2:13]1)([O:3][C:4]([CH3:5])([CH3:6])[CH3:7])=[O:2], predict the reactants needed to synthesize it. The reactants are: [C:1]([N:8]1[CH2:13][CH2:12][CH:11](OS(C)(=O)=O)[CH2:10][CH2:9]1)([O:3][C:4]([CH3:7])([CH3:6])[CH3:5])=[O:2].[Br:19][C:20]1[CH:25]=[CH:24][C:23]([SH:26])=[CH:22][CH:21]=1.C(=O)([O-])[O-].[K+].[K+]. (3) Given the product [Br:1][C:2]1[CH:3]=[CH:4][CH:5]=[C:6]2[C:11]=1[N:10]=[C:9]([NH:12][C:13]([CH3:16])([CH3:15])[CH3:14])[C:8]([C:18]1[CH:23]=[CH:22][CH:21]=[CH:20][CH:19]=1)=[N:7]2, predict the reactants needed to synthesize it. The reactants are: [Br:1][C:2]1[CH:3]=[CH:4][CH:5]=[C:6]2[C:11]=1[N:10]=[C:9]([NH:12][C:13]([CH3:16])([CH3:15])[CH3:14])[C:8](Cl)=[N:7]2.[C:18]1(B(O)O)[CH:23]=[CH:22][CH:21]=[CH:20][CH:19]=1.C([O-])([O-])=O.[Na+].[Na+]. (4) Given the product [CH3:29][O:28][C:17]1[CH:16]=[C:15]([C:13]2[CH:12]=[N:11][C:6]3[NH:7][C:8]4[CH:9]=[N:10][C:2]([C:34]5[CH:33]=[N:32][N:31]([CH3:30])[CH:35]=5)=[CH:3][C:4]=4[C:5]=3[CH:14]=2)[CH:20]=[CH:19][C:18]=1[CH2:21][N:22]1[CH2:27][CH2:26][CH2:25][CH2:24][CH2:23]1, predict the reactants needed to synthesize it. The reactants are: Br[C:2]1[N:10]=[CH:9][C:8]2[NH:7][C:6]3[N:11]=[CH:12][C:13]([C:15]4[CH:20]=[CH:19][C:18]([CH2:21][N:22]5[CH2:27][CH2:26][CH2:25][CH2:24][CH2:23]5)=[C:17]([O:28][CH3:29])[CH:16]=4)=[CH:14][C:5]=3[C:4]=2[CH:3]=1.[CH3:30][N:31]1[CH:35]=[C:34](B2OC(C)(C)C(C)(C)O2)[CH:33]=[N:32]1. (5) Given the product [N:31]1[C:44]2[CH2:45][CH2:46][CH2:47][CH2:48][C:43]=2[C:49]([CH:29]([C:28]2[NH:13][C:14](=[S:17])[NH:15][CH:27]=2)[CH3:30])=[CH:39][CH:38]=1, predict the reactants needed to synthesize it. The reactants are: N1(CC2[NH:13][C:14](=[S:17])[NH:15]C=2)C2C(=CC=CC=2)CCC1.[CH2:27]([SnH]([CH2:27][CH2:28][CH2:29][CH3:30])[CH2:27][CH2:28][CH2:29][CH3:30])[CH2:28][CH2:29][CH3:30].[N:31]([C:38](C)(C)[C:39]#N)=NC(C)(C)C#N.[C:43]1([CH3:49])[CH:48]=[CH:47][CH:46]=[CH:45][CH:44]=1.